This data is from Reaction yield outcomes from USPTO patents with 853,638 reactions. The task is: Predict the reaction yield, written as a fraction of the theoretical maximum amount of product (1.0 means a 100% yield; for example, 0.34 means a 34% yield). (1) The reactants are Br[C:2]1[CH:9]=[CH:8][C:5]([CH:6]=[O:7])=[CH:4][CH:3]=1.[S:10]1[CH:14]=[CH:13][N:12]=[C:11]1B(O)O. No catalyst specified. The product is [S:10]1[CH:14]=[CH:13][N:12]=[C:11]1[C:2]1[CH:9]=[CH:8][C:5]([CH:6]=[O:7])=[CH:4][CH:3]=1. The yield is 0.820. (2) The reactants are [F:1][C:2]([F:14])([O:6][C:7]1[CH:8]=[C:9]([CH3:13])[CH:10]=[CH:11][CH:12]=1)[CH:3]([F:5])[F:4].[Br:15]N1C(=O)CCC1=O. The catalyst is C(Cl)(Cl)(Cl)Cl.N(C(C)(C)C#N)=NC(C)(C)C#N. The product is [F:1][C:2]([F:14])([O:6][C:7]1[CH:8]=[C:9]([CH2:13][Br:15])[CH:10]=[CH:11][CH:12]=1)[CH:3]([F:4])[F:5]. The yield is 0.960. (3) The reactants are [NH2:1][CH2:2][CH2:3][CH2:4][O:5][CH2:6][CH2:7][CH2:8][CH2:9][CH2:10][O:11][C:12]1[CH:38]=[CH:37][C:15]([C:16]([NH:18][C@H:19]2[C:22]([CH3:24])([CH3:23])[C@H:21]([O:25][C:26]3[CH:31]=[CH:30][C:29]([C:32]#[N:33])=[C:28]([Cl:34])[CH:27]=3)[C:20]2([CH3:36])[CH3:35])=[O:17])=[CH:14][CH:13]=1.C(N(C(C)C)CC)(C)C.[O:48]=[C:49]1[CH:54]([N:55]2[C:63](=[O:64])[C:62]3[C:57](=[CH:58][CH:59]=[CH:60][C:61]=3F)[C:56]2=[O:66])[CH2:53][CH2:52][C:51](=[O:67])[NH:50]1. The catalyst is O1CCOCC1.CCOC(C)=O. The product is [O:48]=[C:49]1[CH:54]([N:55]2[C:63](=[O:64])[C:62]3[C:57](=[CH:58][CH:59]=[CH:60][C:61]=3[NH:1][CH2:2][CH2:3][CH2:4][O:5][CH2:6][CH2:7][CH2:8][CH2:9][CH2:10][O:11][C:12]3[CH:38]=[CH:37][C:15]([C:16]([NH:18][C@H:19]4[C:20]([CH3:36])([CH3:35])[C@H:21]([O:25][C:26]5[CH:31]=[CH:30][C:29]([C:32]#[N:33])=[C:28]([Cl:34])[CH:27]=5)[C:22]4([CH3:24])[CH3:23])=[O:17])=[CH:14][CH:13]=3)[C:56]2=[O:66])[CH2:53][CH2:52][C:51](=[O:67])[NH:50]1. The yield is 0.280. (4) The reactants are C[Si]([N-][Si](C)(C)C)(C)C.[Na+].CCCCCC.[CH2:17]([C@H:24]1[CH2:28][O:27][C:26](=[O:29])[N:25]1[C:30](=[O:34])[CH2:31][CH2:32][CH3:33])[C:18]1[CH:23]=[CH:22][CH:21]=[CH:20][CH:19]=1.Br[CH2:36]/[CH:37]=[CH:38]/[CH2:39][O:40][CH2:41][C:42]1[CH:47]=[CH:46][CH:45]=[CH:44][CH:43]=1.[Cl-].[NH4+]. The catalyst is O1CCCC1. The product is [CH2:17]([C@H:24]1[CH2:28][O:27][C:26](=[O:29])[N:25]1[C:30](=[O:34])[C@H:31]([CH2:32][CH3:33])[CH2:36]/[CH:37]=[CH:38]/[CH2:39][O:40][CH2:41][C:42]1[CH:47]=[CH:46][CH:45]=[CH:44][CH:43]=1)[C:18]1[CH:19]=[CH:20][CH:21]=[CH:22][CH:23]=1. The yield is 0.810. (5) The reactants are [CH3:1][N:2]1[C:6]([CH3:7])=[C:5]([C:8]([O:10][CH3:11])=[O:9])[C:4](=[O:12])[N:3]1[C:13]1[CH:18]=[CH:17][CH:16]=[CH:15][CH:14]=1.C1C(=O)N([Br:26])C(=O)C1. The catalyst is C(Cl)(Cl)Cl. The product is [Br:26][CH2:7][C:6]1[N:2]([CH3:1])[N:3]([C:13]2[CH:18]=[CH:17][CH:16]=[CH:15][CH:14]=2)[C:4](=[O:12])[C:5]=1[C:8]([O:10][CH3:11])=[O:9]. The yield is 0.330. (6) The reactants are [C:1]([C:5]1[C:6]([OH:19])=[C:7]([CH:12]=[C:13](C(C)(C)C)[CH:14]=1)[C:8]([O:10][CH3:11])=[O:9])([CH3:4])([CH3:3])[CH3:2].[N+:20]([O-])([OH:22])=[O:21].O. The catalyst is C(O)(=O)C. The product is [C:1]([C:5]1[C:6]([OH:19])=[C:7]([CH:12]=[C:13]([N+:20]([O-:22])=[O:21])[CH:14]=1)[C:8]([O:10][CH3:11])=[O:9])([CH3:4])([CH3:3])[CH3:2]. The yield is 0.890. (7) The reactants are [O:1]1[CH2:6][CH:5]=[C:4]([C:7]2[C:8]([O:13][CH:14]3[CH2:17][N:16](C(OCC4C=CC=CC=4)=O)[CH2:15]3)=[N:9][CH:10]=[CH:11][N:12]=2)[CH2:3][CH2:2]1. The catalyst is [OH-].[OH-].[Pd+2].CCO. The product is [NH:16]1[CH2:15][CH:14]([O:13][C:8]2[C:7]([CH:4]3[CH2:5][CH2:6][O:1][CH2:2][CH2:3]3)=[N:12][CH:11]=[CH:10][N:9]=2)[CH2:17]1. The yield is 0.760. (8) The reactants are [CH3:1][O-:2].[Na+].Br[C:5]1[C:6]([NH2:13])=[N:7][C:8]([Cl:12])=[C:9]([Br:11])[N:10]=1. The catalyst is CO. The product is [Br:11][C:9]1[N:10]=[C:5]([O:2][CH3:1])[C:6]([NH2:13])=[N:7][C:8]=1[Cl:12]. The yield is 0.800.